From a dataset of NCI-60 drug combinations with 297,098 pairs across 59 cell lines. Regression. Given two drug SMILES strings and cell line genomic features, predict the synergy score measuring deviation from expected non-interaction effect. Drug 1: COC1=C(C=C2C(=C1)N=CN=C2NC3=CC(=C(C=C3)F)Cl)OCCCN4CCOCC4. Drug 2: CCC1(C2=C(COC1=O)C(=O)N3CC4=CC5=C(C=CC(=C5CN(C)C)O)N=C4C3=C2)O.Cl. Cell line: NCI-H460. Synergy scores: CSS=35.9, Synergy_ZIP=-7.16, Synergy_Bliss=0.564, Synergy_Loewe=1.35, Synergy_HSA=2.44.